This data is from Forward reaction prediction with 1.9M reactions from USPTO patents (1976-2016). The task is: Predict the product of the given reaction. Given the reactants [N:1]([CH2:4][C:5]1[C:10]([CH3:11])=[C:9]([CH2:12][N:13]=[N+]=[N-])[C:8]([CH3:16])=[CH:7][C:6]=1[CH3:17])=[N+]=[N-].C1(P(C2C=CC=CC=2)C2C=CC=CC=2)C=CC=CC=1, predict the reaction product. The product is: [CH3:11][C:10]1[C:9]([CH2:12][NH2:13])=[C:8]([CH3:16])[CH:7]=[C:6]([CH3:17])[C:5]=1[CH2:4][NH2:1].